This data is from Forward reaction prediction with 1.9M reactions from USPTO patents (1976-2016). The task is: Predict the product of the given reaction. (1) The product is: [C:7]([O:11][C:12](=[O:13])[NH:14][CH2:15][C:16]1[CH:24]=[CH:23][CH:22]=[C:18]([CH2:19][OH:20])[CH:17]=1)([CH3:10])([CH3:8])[CH3:9]. Given the reactants ClC(OCC)=O.[C:7]([O:11][C:12]([NH:14][CH2:15][C:16]1[CH:17]=[C:18]([CH:22]=[CH:23][CH:24]=1)[C:19](O)=[O:20])=[O:13])([CH3:10])([CH3:9])[CH3:8].C(N(CC)CC)C.[BH4-].[Li+].S([O-])(O)(=O)=O.[Na+].C(=O)([O-])O.[Na+], predict the reaction product. (2) Given the reactants Cl[C:2]1[C:11]([O:12][CH3:13])=[N:10][C:9]2[C:4](=[CH:5][CH:6]=[C:7]([CH3:14])[CH:8]=2)[N:3]=1.[CH3:15][O:16][C:17]1[CH:24]=[C:23]([O:25][CH3:26])[CH:22]=[CH:21][C:18]=1[CH2:19][NH2:20].O, predict the reaction product. The product is: [CH3:15][O:16][C:17]1[CH:24]=[C:23]([O:25][CH3:26])[CH:22]=[CH:21][C:18]=1[CH2:19][NH:20][C:2]1[C:11]([O:12][CH3:13])=[N:10][C:9]2[C:4](=[CH:5][CH:6]=[C:7]([CH3:14])[CH:8]=2)[N:3]=1. (3) Given the reactants [F:1][C:2]([F:13])([F:12])[C:3]1[CH:8]=[CH:7][C:6](B(O)O)=[CH:5][CH:4]=1.[CH3:14][O:15][C:16](=[O:27])[C:17]1[CH:22]=[C:21](Br)[CH:20]=[C:19]([Cl:24])[C:18]=1[O:25][CH3:26].[F-].[Cs+], predict the reaction product. The product is: [CH3:14][O:15][C:16]([C:17]1[CH:22]=[C:21]([C:6]2[CH:7]=[CH:8][C:3]([C:2]([F:13])([F:12])[F:1])=[CH:4][CH:5]=2)[CH:20]=[C:19]([Cl:24])[C:18]=1[O:25][CH3:26])=[O:27]. (4) The product is: [O:6]=[S:5]1(=[O:7])[CH2:4][CH2:3][CH2:2][N:9]1[CH2:10][CH2:11][CH2:12][O:13][C:14]1[CH:15]=[CH:16][C:17]2[C:18]3[N:27]([CH2:28][CH:29]([CH3:30])[CH3:31])[C:26]([CH2:32][CH2:33][CH3:34])=[N:25][C:19]=3[C:20]([NH2:24])=[N:21][C:22]=2[CH:23]=1. Given the reactants Cl[CH2:2][CH2:3][CH2:4][S:5](Cl)(=[O:7])=[O:6].[NH2:9][CH2:10][CH2:11][CH2:12][O:13][C:14]1[CH:15]=[CH:16][C:17]2[C:18]3[N:27]([CH2:28][CH:29]([CH3:31])[CH3:30])[C:26]([CH2:32][CH2:33][CH3:34])=[N:25][C:19]=3[C:20]([NH2:24])=[N:21][C:22]=2[CH:23]=1.N12CCCN=C1CCCCC2.O, predict the reaction product. (5) Given the reactants [CH3:1][C:2]1[C:3]([N:11]2[CH2:16][CH2:15][CH2:14][CH2:13][CH2:12]2)=[C:4]([CH:8]=[CH:9][CH:10]=1)[C:5]([OH:7])=O.[CH3:17][C:18]1[CH:23]=[CH:22][C:21]([C:24]2[CH:29]=[CH:28][C:27]([CH2:30][NH:31][C:32]([C:34]3[N:35]([CH3:40])[CH:36]=[C:37]([NH2:39])[CH:38]=3)=[O:33])=[CH:26][CH:25]=2)=[CH:20][CH:19]=1.CN(C(ON1N=NC2C=CC=CC1=2)=[N+](C)C)C.[B-](F)(F)(F)F.C(N(CC)CC)C, predict the reaction product. The product is: [CH3:17][C:18]1[CH:19]=[CH:20][C:21]([C:24]2[CH:29]=[CH:28][C:27]([CH2:30][NH:31][C:32]([C:34]3[N:35]([CH3:40])[CH:36]=[C:37]([NH:39][C:5]([C:4]4[CH:8]=[CH:9][CH:10]=[C:2]([CH3:1])[C:3]=4[N:11]4[CH2:16][CH2:15][CH2:14][CH2:13][CH2:12]4)=[O:7])[CH:38]=3)=[O:33])=[CH:26][CH:25]=2)=[CH:22][CH:23]=1.